Dataset: Peptide-MHC class II binding affinity with 134,281 pairs from IEDB. Task: Regression. Given a peptide amino acid sequence and an MHC pseudo amino acid sequence, predict their binding affinity value. This is MHC class II binding data. The peptide sequence is VGSKLIVAMSSWLQK. The MHC is DRB1_0401 with pseudo-sequence DRB1_0401. The binding affinity (normalized) is 0.934.